Dataset: Catalyst prediction with 721,799 reactions and 888 catalyst types from USPTO. Task: Predict which catalyst facilitates the given reaction. (1) Reactant: [NH2:1][CH:2]([C:9]1[CH:14]=[CH:13][CH:12]=[C:11]([Br:15])[CH:10]=1)[C:3]1([OH:8])[CH2:7][CH2:6][CH2:5][CH2:4]1.CO[C@@H](C1C=CC=CC=1)C(O)=O. Product: [NH2:1][C@@H:2]([C:9]1[CH:14]=[CH:13][CH:12]=[C:11]([Br:15])[CH:10]=1)[C:3]1([OH:8])[CH2:7][CH2:6][CH2:5][CH2:4]1. The catalyst class is: 13. (2) Reactant: [CH3:1][C:2]([NH:13]C(=O)OC(C)(C)C)([CH2:4][C:5]([N:7]1[CH2:12][CH2:11][O:10][CH2:9][CH2:8]1)=[O:6])[CH3:3].[ClH:21]. Product: [ClH:21].[NH2:13][C:2]([CH3:3])([CH3:1])[CH2:4][C:5]([N:7]1[CH2:12][CH2:11][O:10][CH2:9][CH2:8]1)=[O:6]. The catalyst class is: 13. (3) Reactant: [O:1]1[C:9]2[C:4](=[N:5][CH:6]=[CH:7][CH:8]=2)[NH:3][C:2]1=[O:10].N([CH2:14][CH2:15][CH2:16][CH2:17][CH2:18][CH3:19])=C=O. Product: [O:10]=[C:2]1[NH:3][C:4]2=[N:5][CH:6]=[CH:7][CH:8]=[C:9]2[O:1]1.[CH3:19][CH2:18][CH:17]([C:2]([NH2:3])=[O:1])[CH2:16][CH2:15][CH3:14]. The catalyst class is: 12. (4) Reactant: [CH3:1][O:2][C:3](=[O:28])[C:4]1[CH:9]=[CH:8][C:7]([CH3:10])=[C:6]([NH:11][CH2:12][C:13]([C:15]2[CH:16]=[N:17][N:18]([C:22]3[CH:27]=[CH:26][CH:25]=[CH:24][CH:23]=3)[C:19]=2[CH2:20][CH3:21])=O)[CH:5]=1.[C:29]([S-:31])#[N:30].[K+]. Product: [CH3:1][O:2][C:3](=[O:28])[C:4]1[CH:9]=[CH:8][C:7]([CH3:10])=[C:6]([N:11]2[CH:12]=[C:13]([C:15]3[CH:16]=[N:17][N:18]([C:22]4[CH:27]=[CH:26][CH:25]=[CH:24][CH:23]=4)[C:19]=3[CH2:20][CH3:21])[N:30]=[C:29]2[SH:31])[CH:5]=1. The catalyst class is: 52. (5) Reactant: [Br:1][C:2]1[CH:7]=[CH:6][CH:5]=[CH:4][C:3]=1[C:8]1[CH2:9][CH2:10][CH2:11][N:12]=1.C(O)(=O)C.[BH4-].[Na+]. Product: [Br:1][C:2]1[CH:7]=[CH:6][CH:5]=[CH:4][C:3]=1[CH:8]1[CH2:9][CH2:10][CH2:11][NH:12]1. The catalyst class is: 5. (6) Reactant: [C:1]([O:5][C:6](=[O:19])[NH:7][CH2:8][CH2:9][C:10]1[CH:15]=[CH:14][C:13]([F:16])=[C:12]([O:17][CH3:18])[CH:11]=1)([CH3:4])([CH3:3])[CH3:2].[H-].[Na+].[CH3:22]I.O. Product: [C:1]([O:5][C:6](=[O:19])[N:7]([CH2:8][CH2:9][C:10]1[CH:15]=[CH:14][C:13]([F:16])=[C:12]([O:17][CH3:18])[CH:11]=1)[CH3:22])([CH3:3])([CH3:4])[CH3:2]. The catalyst class is: 9. (7) Reactant: [CH2:1]([Zn]CC)C.ICI.[C:9]([O:17][CH:18]1[CH2:22][CH:21]=[CH:20][CH2:19]1)(=[O:16])[C:10]1[CH:15]=[CH:14][CH:13]=[CH:12][CH:11]=1. Product: [C:9]([O:17][CH:18]1[CH2:19][CH:20]2[CH:21]([CH2:1]2)[CH2:22]1)(=[O:16])[C:10]1[CH:15]=[CH:14][CH:13]=[CH:12][CH:11]=1. The catalyst class is: 2. (8) Reactant: [N:1]1[CH:6]=[CH:5][CH:4]=[C:3]([C:7]2[CH:8]=[N:9][C:10]3[C:15]([N:16]=2)=[CH:14][C:13]([C:17]([C:19]2[CH:20]=[C:21]([NH:25]C(=O)C(C)(C)C)[CH:22]=[CH:23][CH:24]=2)=[O:18])=[CH:12][CH:11]=3)[CH:2]=1.Cl.[OH-].[Na+]. Product: [NH2:25][C:21]1[CH:20]=[C:19]([C:17]([C:13]2[CH:14]=[C:15]3[C:10](=[CH:11][CH:12]=2)[N:9]=[CH:8][C:7]([C:3]2[CH:2]=[N:1][CH:6]=[CH:5][CH:4]=2)=[N:16]3)=[O:18])[CH:24]=[CH:23][CH:22]=1. The catalyst class is: 52. (9) Reactant: [I-].[Na+].Cl[Si](C)(C)C.C[O:9][C:10]1[C:11](=[O:26])[CH:12]=[N:13][N:14]([C:16]2[CH:21]=[CH:20][CH:19]=[C:18]([C:22]([F:25])([F:24])[F:23])[CH:17]=2)[CH:15]=1. The catalyst class is: 47. Product: [OH:9][C:10]1[C:11](=[O:26])[CH:12]=[N:13][N:14]([C:16]2[CH:21]=[CH:20][CH:19]=[C:18]([C:22]([F:25])([F:23])[F:24])[CH:17]=2)[CH:15]=1. (10) Reactant: [C:1]([O:5][C:6](=[O:28])[NH:7][CH2:8][CH:9]([C:21]1[CH:26]=[CH:25][CH:24]=[C:23]([Cl:27])[CH:22]=1)[N:10]1C(=O)C2C(=CC=CC=2)C1=O)([CH3:4])([CH3:3])[CH3:2].O.NN. Product: [C:1]([O:5][C:6](=[O:28])[NH:7][CH2:8][CH:9]([NH2:10])[C:21]1[CH:26]=[CH:25][CH:24]=[C:23]([Cl:27])[CH:22]=1)([CH3:4])([CH3:2])[CH3:3]. The catalyst class is: 36.